Dataset: Full USPTO retrosynthesis dataset with 1.9M reactions from patents (1976-2016). Task: Predict the reactants needed to synthesize the given product. (1) The reactants are: [F:1][C:2]1[CH:8]=[CH:7][CH:6]=[CH:5][C:3]=1[NH2:4].[F:9][C:10]([F:20])([F:19])[C:11](=O)[CH2:12][C:13](OCC)=[O:14].Cl. Given the product [F:1][C:2]1[CH:8]=[CH:7][CH:6]=[C:5]2[C:3]=1[N:4]=[C:11]([C:10]([F:20])([F:19])[F:9])[CH:12]=[C:13]2[OH:14], predict the reactants needed to synthesize it. (2) Given the product [ClH:1].[Cl:1][C:2]1[CH:7]=[C:6]([C:8]2[O:9][C:10]([CH3:13])=[CH:11][CH:12]=2)[CH:5]=[CH:4][C:3]=1[S:14]([NH:17][C:18]1[CH:19]=[C:20]([NH:26][C:27](=[O:39])[C@H:28]([CH3:29])[NH:30][CH3:31])[CH:21]=[CH:22][C:23]=1[O:24][CH3:25])(=[O:15])=[O:16], predict the reactants needed to synthesize it. The reactants are: [Cl:1][C:2]1[CH:7]=[C:6]([C:8]2[O:9][C:10]([CH3:13])=[CH:11][CH:12]=2)[CH:5]=[CH:4][C:3]=1[S:14]([NH:17][C:18]1[CH:19]=[C:20]([NH:26][C:27](=[O:39])[C@@H:28]([N:30](C)[C:31](=O)OC(C)(C)C)[CH3:29])[CH:21]=[CH:22][C:23]=1[O:24][CH3:25])(=[O:16])=[O:15].Cl. (3) Given the product [NH2:25][C:26]1[C:27]([C:36]([NH:45][C@H:44]([C:46]([O:48][CH3:49])=[O:47])[CH2:43][O:42][CH2:41][C:40]([CH3:50])([CH3:51])[CH3:39])=[O:38])=[CH:28][C:29]2[C:34]([CH:35]=1)=[CH:33][CH:32]=[CH:31][CH:30]=2, predict the reactants needed to synthesize it. The reactants are: CN(C(ON1N=NC2C=CC=NC1=2)=[N+](C)C)C.F[P-](F)(F)(F)(F)F.[NH2:25][C:26]1[C:27]([C:36]([OH:38])=O)=[CH:28][C:29]2[C:34]([CH:35]=1)=[CH:33][CH:32]=[CH:31][CH:30]=2.[CH3:39][C:40]([CH3:51])([CH3:50])[CH2:41][O:42][CH2:43][C@@H:44]([C:46]([O:48][CH3:49])=[O:47])[NH2:45].C(N(C(C)C)CC)(C)C. (4) The reactants are: [Br:1][C:2]1[C:3]([CH2:10]Br)=[N:4][C:5]([CH3:9])=[CH:6][C:7]=1[CH3:8].CCCC[N+](CCCC)(CCCC)CCCC.[F-:29]. Given the product [Br:1][C:2]1[C:3]([CH2:10][F:29])=[N:4][C:5]([CH3:9])=[CH:6][C:7]=1[CH3:8], predict the reactants needed to synthesize it.